Dataset: Catalyst prediction with 721,799 reactions and 888 catalyst types from USPTO. Task: Predict which catalyst facilitates the given reaction. Reactant: [C:1]1([OH:11])[C:10]2[C:5](=[CH:6][CH:7]=[CH:8][CH:9]=2)[CH:4]=[CH:3][CH:2]=1.[CH2:12]([O:15][C:16]1[C:23]([O:24][CH3:25])=[CH:22][C:19]([CH:20]=O)=[CH:18][C:17]=1[Br:26])[CH:13]=[CH2:14].[C:27]([CH2:29][C:30]([O:32][CH2:33][CH3:34])=[O:31])#[N:28].N1CCCCC1. Product: [CH2:33]([O:32][C:30]([C:29]1[CH:20]([C:19]2[CH:22]=[C:23]([O:24][CH3:25])[C:16]([O:15][CH2:12][CH:13]=[CH2:14])=[C:17]([Br:26])[CH:18]=2)[C:2]2[C:1](=[C:10]3[CH:9]=[CH:8][CH:7]=[CH:6][C:5]3=[CH:4][CH:3]=2)[O:11][C:27]=1[NH2:28])=[O:31])[CH3:34]. The catalyst class is: 40.